Dataset: Peptide-MHC class II binding affinity with 134,281 pairs from IEDB. Task: Regression. Given a peptide amino acid sequence and an MHC pseudo amino acid sequence, predict their binding affinity value. This is MHC class II binding data. The peptide sequence is EKKYKAATQFEPLAA. The MHC is HLA-DQA10301-DQB10302 with pseudo-sequence HLA-DQA10301-DQB10302. The binding affinity (normalized) is 0.213.